Dataset: Catalyst prediction with 721,799 reactions and 888 catalyst types from USPTO. Task: Predict which catalyst facilitates the given reaction. (1) Product: [CH3:1][S:2]([C:5]1[CH:6]=[C:7]([C:11]2[CH:16]=[CH:15][C:14]([C:17]3[N:21]([CH2:22][C:23]([O:25][CH2:31][S:32][CH3:33])=[O:24])[N:20]=[C:19]([C:26]([F:29])([F:27])[F:28])[CH:18]=3)=[CH:13][CH:12]=2)[CH:8]=[CH:9][CH:10]=1)(=[O:3])=[O:4]. The catalyst class is: 18. Reactant: [CH3:1][S:2]([C:5]1[CH:6]=[C:7]([C:11]2[CH:16]=[CH:15][C:14]([C:17]3[N:21]([CH2:22][C:23]([OH:25])=[O:24])[N:20]=[C:19]([C:26]([F:29])([F:28])[F:27])[CH:18]=3)=[CH:13][CH:12]=2)[CH:8]=[CH:9][CH:10]=1)(=[O:4])=[O:3].Cl[CH2:31][S:32][CH3:33].C(=O)([O-])[O-].[K+].[K+]. (2) Reactant: [CH3:1][NH:2][C:3]1[CH:8]=[CH:7][C:6]([OH:9])=[CH:5][CH:4]=1.N1C=CN=C1.[Si:15](Cl)([C:18]([CH3:21])([CH3:20])[CH3:19])([CH3:17])[CH3:16].O. Product: [Si:15]([O:9][C:6]1[CH:7]=[CH:8][C:3]([NH:2][CH3:1])=[CH:4][CH:5]=1)([C:18]([CH3:21])([CH3:20])[CH3:19])([CH3:17])[CH3:16]. The catalyst class is: 4. (3) Reactant: [NH3:1].[C:2]([O:5][C@H:6]1[CH2:11][CH2:10][C@H:9]([C:12]2[N:16]3[CH:17]=[CH:18][N:19]=[C:20](Cl)[C:15]3=[C:14]([Br:22])[N:13]=2)[CH2:8][CH2:7]1)(=[O:4])[CH3:3]. Product: [C:2]([O:5][C@H:6]1[CH2:11][CH2:10][C@H:9]([C:12]2[N:16]3[CH:17]=[CH:18][N:19]=[C:20]([NH2:1])[C:15]3=[C:14]([Br:22])[N:13]=2)[CH2:8][CH2:7]1)(=[O:4])[CH3:3]. The catalyst class is: 41. (4) Reactant: [CH2:1]([O:8][C@H:9]([C@@H:14]([CH2:23][CH2:24][CH2:25][CH2:26][CH2:27][CH2:28][CH2:29][CH2:30][CH2:31][CH2:32][CH2:33][CH2:34][CH2:35][CH3:36])[O:15][CH2:16][C:17]1[CH:22]=[CH:21][CH:20]=[CH:19][CH:18]=1)[C@@H:10]([NH2:13])[CH2:11][OH:12])[C:2]1[CH:7]=[CH:6][CH:5]=[CH:4][CH:3]=1.[C:37](O)(=[O:45])[CH2:38][CH2:39][CH2:40][CH2:41][CH2:42][CH2:43][CH3:44].Cl.CN(C)CCCN=C=NCC.[NH4+].[Cl-]. Product: [CH2:1]([O:8][C@H:9]([C@H:14]([O:15][CH2:16][C:17]1[CH:18]=[CH:19][CH:20]=[CH:21][CH:22]=1)[CH2:23][CH2:24][CH2:25][CH2:26][CH2:27][CH2:28][CH2:29][CH2:30][CH2:31][CH2:32][CH2:33][CH2:34][CH2:35][CH3:36])[C@@H:10]([NH:13][C:37](=[O:45])[CH2:38][CH2:39][CH2:40][CH2:41][CH2:42][CH2:43][CH3:44])[CH2:11][OH:12])[C:2]1[CH:3]=[CH:4][CH:5]=[CH:6][CH:7]=1. The catalyst class is: 7. (5) Reactant: Br[C:2]1[S:18][C:5]2[CH2:6][N:7]([C:11]([O:13][C:14]([CH3:17])([CH3:16])[CH3:15])=[O:12])[CH2:8][CH2:9][O:10][C:4]=2[C:3]=1[CH:19]1[CH2:21][CH2:20]1.[CH3:22]B(O)O.P([O-])([O-])([O-])=O.[K+].[K+].[K+].COCCOC. Product: [CH:19]1([C:3]2[C:4]3[O:10][CH2:9][CH2:8][N:7]([C:11]([O:13][C:14]([CH3:17])([CH3:16])[CH3:15])=[O:12])[CH2:6][C:5]=3[S:18][C:2]=2[CH3:22])[CH2:21][CH2:20]1. The catalyst class is: 103.